Dataset: Forward reaction prediction with 1.9M reactions from USPTO patents (1976-2016). Task: Predict the product of the given reaction. (1) Given the reactants [CH3:1][N:2]1[CH2:7][CH2:6][CH:5]([CH2:8][OH:9])[CH2:4][CH2:3]1.C[O:11][C:12](=O)[C:13]([OH:26])([C:20]1[CH:25]=[CH:24][CH:23]=[CH:22][CH:21]=1)[C:14]1[CH:19]=[CH:18][CH:17]=[CH:16][CH:15]=1.[Na], predict the reaction product. The product is: [CH3:1][N:2]1[CH2:7][CH2:6][CH:5]([CH2:8][O:9][C:12](=[O:11])[C:13]([OH:26])([C:20]2[CH:21]=[CH:22][CH:23]=[CH:24][CH:25]=2)[C:14]2[CH:19]=[CH:18][CH:17]=[CH:16][CH:15]=2)[CH2:4][CH2:3]1. (2) Given the reactants C(NCCCN1C(S[C:18]2[C:26]([C:27]3O[CH:29]=[CH:30][N:31]=3)=[CH:25]C3OCOC=3C=2)=NC2C1=NC=NC=2N)(C)C.CC(NCCC[N:40]1[C:49]([S:50][C:51]2[CH:56]=[C:55]3[O:57][CH2:58]O[C:54]3=[CH:53][C:52]=2I)=[N:48][C:42]2[C:43]([NH2:47])=[N:44][CH:45]=[N:46][C:41]1=2)C.[CH2:61]([Sn](CCCC)(CCCC)C1OC=CN=1)[CH2:62]CC.[Li+].[Cl-].[CH3:81]N(C=O)C, predict the reaction product. The product is: [C:61]([C:52]1[CH:53]=[CH:54][C:55]([O:57][CH3:58])=[CH:56][C:51]=1[S:50][C:49]1[N:40]([CH2:29][CH2:30][NH:31][CH2:27][C:26]([CH3:25])([CH3:18])[CH3:81])[C:41]2[C:42]([N:48]=1)=[C:43]([NH2:47])[N:44]=[CH:45][N:46]=2)#[CH:62]. (3) Given the reactants [C:1]([C:3]1[C:4]([N:18]2[CH2:23][CH2:22][NH:21][CH2:20][CH2:19]2)=[N:5][C:6]([C:14]([F:17])([F:16])[F:15])=[C:7]([CH:13]=1)[C:8]([O:10][CH2:11][CH3:12])=[O:9])#[N:2].[CH2:24]([O:26][C:27]1[CH:32]=[CH:31][C:30]([N:33]=[C:34]=[O:35])=[CH:29][CH:28]=1)[CH3:25], predict the reaction product. The product is: [C:1]([C:3]1[C:4]([N:18]2[CH2:23][CH2:22][N:21]([C:34]([NH:33][C:30]3[CH:31]=[CH:32][C:27]([O:26][CH2:24][CH3:25])=[CH:28][CH:29]=3)=[O:35])[CH2:20][CH2:19]2)=[N:5][C:6]([C:14]([F:15])([F:17])[F:16])=[C:7]([CH:13]=1)[C:8]([O:10][CH2:11][CH3:12])=[O:9])#[N:2].